This data is from Forward reaction prediction with 1.9M reactions from USPTO patents (1976-2016). The task is: Predict the product of the given reaction. Given the reactants [C:1]([O:4][CH2:5][O:6][C:7](=[O:21])[C:8]([NH:19][NH2:20])([CH3:18])[CH2:9][C:10]1[CH:15]=[CH:14][C:13]([OH:16])=[C:12]([OH:17])[CH:11]=1)(=[O:3])[CH3:2].BrC1[C:32]2[C:27](=[CH:28][CH:29]=C[CH:31]=2)C(=O)O1, predict the reaction product. The product is: [O:3]=[C:1]1[C:2]2[C:29](=[CH:28][CH:27]=[CH:32][CH:31]=2)[CH:5]([O:6][C:7](=[O:21])[C:8]([NH:19][NH2:20])([CH3:18])[CH2:9][C:10]2[CH:15]=[CH:14][C:13]([OH:16])=[C:12]([OH:17])[CH:11]=2)[O:4]1.